This data is from Full USPTO retrosynthesis dataset with 1.9M reactions from patents (1976-2016). The task is: Predict the reactants needed to synthesize the given product. (1) Given the product [CH3:18][O:19][C:20]1[CH:21]=[C:22]([CH:23]([N:24]([CH3:26])[CH3:25])[C:16]2[C:15]3[C:10](=[CH:11][CH:12]=[CH:13][CH:14]=3)[NH:9][C:8]=2[C:5]2[CH:4]=[CH:3][C:2]([F:1])=[CH:7][CH:6]=2)[CH:27]=[CH:28][C:29]=1[O:30][CH3:31], predict the reactants needed to synthesize it. The reactants are: [F:1][C:2]1[CH:7]=[CH:6][C:5]([C:8]2[NH:9][C:10]3[C:15]([CH:16]=2)=[CH:14][CH:13]=[CH:12][CH:11]=3)=[CH:4][CH:3]=1.[Cl-].[CH3:18][O:19][C:20]1[CH:21]=[C:22]([CH:27]=[CH:28][C:29]=1[O:30][CH3:31])[CH:23]=[N+:24]([CH3:26])[CH3:25].COC1C=C(C=CC=1OC)C=O.CNC. (2) Given the product [C:42]([O:41][C@@H:37]1[C@@H:36]([O:45][C:46](=[O:47])[CH3:48])[C@H:35]([O:49][C:50](=[O:51])[CH3:52])[C@@H:34]([CH2:33][O:32][C:30](=[O:31])[CH3:29])[O:39][C@H:38]1[O:28][C:21]1[C:20]([CH2:19][C:16]2[CH:17]=[CH:18][C:13]([O:12][CH2:11][CH2:10][CH2:9][O:8][CH2:1][C:2]3[CH:7]=[CH:6][CH:5]=[CH:4][CH:3]=3)=[CH:14][CH:15]=2)=[C:24]([CH:25]([CH3:26])[CH3:27])[NH:23][N:22]=1)(=[O:43])[CH3:44], predict the reactants needed to synthesize it. The reactants are: [CH2:1]([O:8][CH2:9][CH2:10][CH2:11][O:12][C:13]1[CH:18]=[CH:17][C:16]([CH2:19][C:20]2[C:21](=[O:28])[NH:22][NH:23][C:24]=2[CH:25]([CH3:27])[CH3:26])=[CH:15][CH:14]=1)[C:2]1[CH:7]=[CH:6][CH:5]=[CH:4][CH:3]=1.[CH3:29][C:30]([O:32][CH2:33][C@H:34]1[O:39][C@H:38](Br)[C@H:37]([O:41][C:42]([CH3:44])=[O:43])[C@@H:36]([O:45][C:46]([CH3:48])=[O:47])[C@@H:35]1[O:49][C:50]([CH3:52])=[O:51])=[O:31].[OH-].[Na+]. (3) Given the product [NH2:13][CH2:12][CH2:11][N:4]1[C:5]2[CH:10]=[CH:9][CH:8]=[CH:7][C:6]=2[N:2]([CH3:1])[C:3]1=[O:21], predict the reactants needed to synthesize it. The reactants are: [CH3:1][N:2]1[C:6]2[CH:7]=[CH:8][CH:9]=[CH:10][C:5]=2[N:4]([CH2:11][CH2:12][NH:13]C(=O)OC(C)(C)C)[C:3]1=[O:21].C(O)(C(F)(F)F)=O.